Predict the reaction yield, written as a fraction of the theoretical maximum amount of product (1.0 means a 100% yield; for example, 0.34 means a 34% yield). From a dataset of Reaction yield outcomes from USPTO patents with 853,638 reactions. The reactants are Br[C:2]1[CH:3]=[C:4]([CH:8]2[O:12][CH2:11][CH2:10][O:9]2)[CH:5]=[CH:6][CH:7]=1.[CH2:13]([NH2:19])[CH2:14][CH2:15][CH2:16][CH2:17][CH3:18].CC(C)([O-])C.[Na+]. The catalyst is C1(C)C=CC=CC=1.C1C=CC(/C=C/C(/C=C/C2C=CC=CC=2)=O)=CC=1.C1C=CC(/C=C/C(/C=C/C2C=CC=CC=2)=O)=CC=1.[Pd]. The product is [CH2:13]([NH:19][C:2]1[CH:3]=[C:4]([CH:8]2[O:12][CH2:11][CH2:10][O:9]2)[CH:5]=[CH:6][CH:7]=1)[CH2:14][CH2:15][CH2:16][CH2:17][CH3:18]. The yield is 0.940.